Dataset: Catalyst prediction with 721,799 reactions and 888 catalyst types from USPTO. Task: Predict which catalyst facilitates the given reaction. (1) Reactant: [Br:1][C:2]1[CH:3]=[C:4]([C:9]([C:13]2[CH:18]=[CH:17][CH:16]=[CH:15][CH:14]=2)=[CH:10]OC)[C:5]([NH2:8])=[N:6][CH:7]=1.Cl(O)(=O)(=O)=O.C(N(CC)CC)C. Product: [Br:1][C:2]1[CH:3]=[C:4]2[C:9]([C:13]3[CH:18]=[CH:17][CH:16]=[CH:15][CH:14]=3)=[CH:10][NH:8][C:5]2=[N:6][CH:7]=1. The catalyst class is: 12. (2) Reactant: [OH-].[Na+].[CH:3]1([C:6]2[O:10][N:9]=[C:8]([C:11]([O:13]CC)=[O:12])[CH:7]=2)[CH2:5][CH2:4]1. Product: [CH:3]1([C:6]2[O:10][N:9]=[C:8]([C:11]([OH:13])=[O:12])[CH:7]=2)[CH2:4][CH2:5]1. The catalyst class is: 72. (3) Reactant: [N+:1]([C:4]1[CH:11]=[CH:10][CH:9]=[CH:8][C:5]=1[CH2:6][OH:7])([O-:3])=[O:2].[SH:12][CH2:13][CH2:14][CH2:15][CH2:16][CH2:17][CH2:18][CH2:19][CH2:20][CH2:21][CH2:22][C:23](O)=[O:24].C1CCC(N=C=NC2CCCCC2)CC1. Product: [SH:12][CH2:13][CH2:14][CH2:15][CH2:16][CH2:17][CH2:18][CH2:19][CH2:20][CH2:21][CH2:22][C:23]([O:7][CH2:6][C:5]1[CH:8]=[CH:9][CH:10]=[CH:11][C:4]=1[N+:1]([O-:3])=[O:2])=[O:24]. The catalyst class is: 79.